From a dataset of Reaction yield outcomes from USPTO patents with 853,638 reactions. Predict the reaction yield, written as a fraction of the theoretical maximum amount of product (1.0 means a 100% yield; for example, 0.34 means a 34% yield). The reactants are [CH2:1]=[C:2]([CH:4]1[CH2:9][CH2:8][CH2:7][CH2:6][C:5]1=[O:10])[CH3:3].[NH:11]1[C:19]2[C:14](=[CH:15][CH:16]=[CH:17][CH:18]=2)[CH:13]=[CH:12]1.N1C2C(=CC=CC=2)CC=1.C([Al](Cl)Cl)C. The catalyst is ClCCCl. The product is [CH3:1][C:2]1[CH2:3][CH:12]2[CH2:13][C:14]3[C:19](=[CH:18][CH:17]=[CH:16][CH:15]=3)[N:11]2[C:5](=[O:10])[CH2:6][CH2:7][CH2:8][CH2:9][CH:4]=1. The yield is 0.770.